Dataset: Forward reaction prediction with 1.9M reactions from USPTO patents (1976-2016). Task: Predict the product of the given reaction. (1) Given the reactants [CH3:1][O:2][C:3]([N:5]1[C@@H:13]2[C@@H:8]([C@@:9]([OH:23])([C:14]#[C:15][C:16]3[CH:17]=[C:18]([CH3:22])[CH:19]=[CH:20][CH:21]=3)[CH2:10][CH2:11][CH2:12]2)[CH2:7][CH2:6]1)=[O:4].[CH2:24]([N:26]([CH2:35][CH3:36])[C:27]([CH2:29][CH2:30][CH2:31][C:32](O)=[O:33])=[O:28])[CH3:25], predict the reaction product. The product is: [CH2:35]([N:26]([CH2:24][CH3:25])[C:27](=[O:28])[CH2:29][CH2:30][CH2:31][C:32]([O:23][C@@:9]1([C:14]#[C:15][C:16]2[CH:17]=[C:18]([CH3:22])[CH:19]=[CH:20][CH:21]=2)[CH2:10][CH2:11][CH2:12][C@@H:13]2[C@H:8]1[CH2:7][CH2:6][N:5]2[C:3]([O:2][CH3:1])=[O:4])=[O:33])[CH3:36]. (2) The product is: [CH3:1][N:2]1[CH2:7][CH2:6][N:5]([C:8]([O:10][C@@H:11]2[N:20]([C:21]3[CH:22]=[CH:23][C:24]([Cl:27])=[CH:25][N:26]=3)[C:18](=[O:19])[C:13]3[N:14]=[CH:15][CH:16]=[N:17][C:12]2=3)=[O:9])[CH2:4][CH2:3]1.[C:28]([O-:36])(=[O:35])[CH:29]([CH2:31][C:32]([O-:34])=[O:33])[OH:30].[CH3:1][N:2]1[CH2:7][CH2:6][N:5]([C:8]([O:10][C@@H:11]2[N:20]([C:21]3[CH:22]=[CH:23][C:24]([Cl:27])=[CH:25][N:26]=3)[C:18](=[O:19])[C:13]3[N:14]=[CH:15][CH:16]=[N:17][C:12]2=3)=[O:9])[CH2:4][CH2:3]1. Given the reactants [CH3:1][N:2]1[CH2:7][CH2:6][N:5]([C:8]([O:10][C@@H:11]2[N:20]([C:21]3[CH:22]=[CH:23][C:24]([Cl:27])=[CH:25][N:26]=3)[C:18](=[O:19])[C:13]3[N:14]=[CH:15][CH:16]=[N:17][C:12]2=3)=[O:9])[CH2:4][CH2:3]1.[C:28]([O-:36])(=[O:35])[CH:29]([CH2:31][C:32]([O-:34])=[O:33])[OH:30], predict the reaction product. (3) Given the reactants [I:1][C:2]1[CH:10]=[C:9]2[C:5]([CH:6]=[CH:7][NH:8]2)=[CH:4][CH:3]=1.[BH3-]C#N.[Na+], predict the reaction product. The product is: [I:1][C:2]1[CH:10]=[C:9]2[C:5]([CH2:6][CH2:7][NH:8]2)=[CH:4][CH:3]=1. (4) Given the reactants [NH2:1][C:2]1[C:11]2[N:12]=[C:13]([CH2:27][O:28][CH2:29][CH3:30])[N:14]([CH2:15][CH2:16][CH2:17][CH2:18][NH:19]C(=O)OC(C)(C)C)[C:10]=2[C:9]2[CH:8]=[CH:7][C:6]([O:31][CH2:32][CH2:33][CH2:34][N:35]3[CH2:39][CH2:38][CH2:37][C:36]3=[O:40])=[CH:5][C:4]=2[N:3]=1.[ClH:41], predict the reaction product. The product is: [ClH:41].[ClH:41].[NH2:1][C:2]1[C:11]2[N:12]=[C:13]([CH2:27][O:28][CH2:29][CH3:30])[N:14]([CH2:15][CH2:16][CH2:17][CH2:18][NH2:19])[C:10]=2[C:9]2[CH:8]=[CH:7][C:6]([O:31][CH2:32][CH2:33][CH2:34][N:35]3[CH2:39][CH2:38][CH2:37][C:36]3=[O:40])=[CH:5][C:4]=2[N:3]=1. (5) Given the reactants [C:1]1([N:7]2[CH:11]=[C:10]([C:12]([NH:14][CH2:15][CH2:16][NH:17][C:18](=O)[O:19]C3C=CC=CC=3)=[O:13])[C:9]([C:27]([F:30])([F:29])[F:28])=[N:8]2)[CH:6]=[CH:5][CH:4]=[CH:3][CH:2]=1.[F:31][C:32]([F:40])([F:39])[CH:33]1[CH2:38][CH2:37][NH:36][CH2:35][CH2:34]1.C(=O)([O-])[O-].[Cs+].[Cs+], predict the reaction product. The product is: [C:1]1([N:7]2[CH:11]=[C:10]([C:12]([NH:14][CH2:15][CH2:16][NH:17][C:18]([N:36]3[CH2:37][CH2:38][CH:33]([C:32]([F:40])([F:39])[F:31])[CH2:34][CH2:35]3)=[O:19])=[O:13])[C:9]([C:27]([F:30])([F:28])[F:29])=[N:8]2)[CH:6]=[CH:5][CH:4]=[CH:3][CH:2]=1.